This data is from Peptide-MHC class II binding affinity with 134,281 pairs from IEDB. The task is: Regression. Given a peptide amino acid sequence and an MHC pseudo amino acid sequence, predict their binding affinity value. This is MHC class II binding data. (1) The peptide sequence is KKSALTLKGTSYKICTD. The MHC is DRB1_0301 with pseudo-sequence DRB1_0301. The binding affinity (normalized) is 0.502. (2) The peptide sequence is VNACHHNYEQKFIDV. The MHC is DRB1_0101 with pseudo-sequence DRB1_0101. The binding affinity (normalized) is 0.173.